Dataset: Forward reaction prediction with 1.9M reactions from USPTO patents (1976-2016). Task: Predict the product of the given reaction. Given the reactants [Br:1][C:2]1[CH:7]=[CH:6][C:5]([CH2:8][C:9]#[N:10])=[CH:4][C:3]=1[O:11][C:12]([F:15])([F:14])[F:13], predict the reaction product. The product is: [Br:1][C:2]1[CH:7]=[CH:6][C:5]([CH2:8][CH2:9][NH2:10])=[CH:4][C:3]=1[O:11][C:12]([F:13])([F:15])[F:14].